Dataset: Full USPTO retrosynthesis dataset with 1.9M reactions from patents (1976-2016). Task: Predict the reactants needed to synthesize the given product. (1) Given the product [CH3:7][C:6]1[N:5]([C@H:8]2[CH2:13][CH2:12][C@H:11]([C:14]([O:16][CH2:17][CH3:18])=[O:15])[CH2:10][CH2:9]2)[N:4]=[CH:3][C:2]=1[B:31]1[O:35][C:34]([CH3:37])([CH3:36])[C:33]([CH3:39])([CH3:38])[O:32]1, predict the reactants needed to synthesize it. The reactants are: I[C:2]1[CH:3]=[N:4][N:5]([C@H:8]2[CH2:13][CH2:12][C@H:11]([C:14]([O:16][CH2:17][CH3:18])=[O:15])[CH2:10][CH2:9]2)[C:6]=1[CH3:7].C1COCC1.C([Mg]Cl)(C)C.CO[B:31]1[O:35][C:34]([CH3:37])([CH3:36])[C:33]([CH3:39])([CH3:38])[O:32]1. (2) Given the product [CH3:2][C:7]1[CH:6]=[C:5]2[C:3](=[CH:5][CH:6]=[CH:7][CH:1]=[C:3]2[CH3:2])[CH:1]=1, predict the reactants needed to synthesize it. The reactants are: [C:1]1(Cl)[C:7](=O)[C:6](Cl)=[C:5](Cl)[C:3](=O)[C:2]=1Cl.